From a dataset of Full USPTO retrosynthesis dataset with 1.9M reactions from patents (1976-2016). Predict the reactants needed to synthesize the given product. (1) Given the product [CH2:3]([C:10]([CH2:22][C:23]([C:25]1[CH:30]=[CH:29][C:28]([Br:31])=[CH:27][CH:26]=1)=[O:24])([C:11]([O:13][CH2:14][CH3:15])=[O:12])[C:16]([O:18][CH2:19][CH3:20])=[O:17])[C:4]1[CH:9]=[CH:8][CH:7]=[CH:6][CH:5]=1, predict the reactants needed to synthesize it. The reactants are: [H-].[Na+].[CH2:3]([CH:10]([C:16]([O:18][CH2:19][CH3:20])=[O:17])[C:11]([O:13][CH2:14][CH3:15])=[O:12])[C:4]1[CH:9]=[CH:8][CH:7]=[CH:6][CH:5]=1.Br[CH2:22][C:23]([C:25]1[CH:30]=[CH:29][C:28]([Br:31])=[CH:27][CH:26]=1)=[O:24].O. (2) Given the product [Cl:1][C:2]1[C:3]([C:16]2[CH:21]=[CH:20][C:19]([F:22])=[C:18]([NH:23][CH2:24][CH:25]3[CH2:30][CH2:29][O:28][CH2:27][CH2:26]3)[N:17]=2)=[CH:4][C:5]([NH2:8])=[N:6][CH:7]=1, predict the reactants needed to synthesize it. The reactants are: [Cl:1][C:2]1[C:3]([C:16]2[CH:21]=[CH:20][C:19]([F:22])=[C:18]([NH:23][CH2:24][C:25]3(OC)[CH2:30][CH2:29][O:28][CH2:27][CH2:26]3)[N:17]=2)=[CH:4][C:5]([NH:8]C(=O)OC(C)(C)C)=[N:6][CH:7]=1.FC(F)(F)C(O)=O. (3) Given the product [CH3:22][O:21][C:19](=[O:20])[C:18]1[CH:23]=[C:14]([C:4]2[CH:5]=[CH:6][C:7]([O:8][CH3:9])=[C:2]([Cl:1])[CH:3]=2)[CH:15]=[N:16][CH:17]=1, predict the reactants needed to synthesize it. The reactants are: [Cl:1][C:2]1[CH:3]=[C:4](B(O)O)[CH:5]=[CH:6][C:7]=1[O:8][CH3:9].Br[C:14]1[CH:15]=[N:16][CH:17]=[C:18]([CH:23]=1)[C:19]([O:21][CH3:22])=[O:20].C([O-])([O-])=O.[Cs+].[Cs+].O. (4) Given the product [Cl:1][C:2]1[CH:8]=[CH:7][C:5]([NH:6][C:25](=[O:26])[C:24]2[CH:23]=[CH:22][C:21]([N:20]3[CH2:19][CH2:18][O:17][C:16]3=[O:15])=[CH:29][CH:28]=2)=[CH:4][C:3]=1[C:9]1[CH:14]=[CH:13][CH:12]=[CH:11][N:10]=1, predict the reactants needed to synthesize it. The reactants are: [Cl:1][C:2]1[CH:8]=[CH:7][C:5]([NH2:6])=[CH:4][C:3]=1[C:9]1[CH:14]=[CH:13][CH:12]=[CH:11][N:10]=1.[O:15]=[C:16]1[N:20]([C:21]2[CH:29]=[CH:28][C:24]([C:25](O)=[O:26])=[CH:23][CH:22]=2)[CH2:19][CH2:18][O:17]1. (5) Given the product [NH2:21][C:22]1[S:23][CH:24]=[C:25]([CH2:27][C:28]([NH:2][C:3]2[CH:4]=[CH:5][C:6]([CH2:9][CH2:10][NH:11][CH2:12][C@H:13]([OH:14])[C:15]3[CH:16]=[CH:17][CH:18]=[CH:19][CH:20]=3)=[CH:7][CH:8]=2)=[O:29])[N:26]=1, predict the reactants needed to synthesize it. The reactants are: Cl.[NH2:2][C:3]1[CH:8]=[CH:7][C:6]([CH2:9][CH2:10][NH:11][CH2:12][C@@H:13]([C:15]2[CH:20]=[CH:19][CH:18]=[CH:17][CH:16]=2)[OH:14])=[CH:5][CH:4]=1.[NH2:21][C:22]1[S:23][CH:24]=[C:25]([CH2:27][C:28](O)=[O:29])[N:26]=1.Cl.Cl.CN(C)CCCN=C=NCC.[OH-].[Na+].